Task: Predict the reactants needed to synthesize the given product.. Dataset: Full USPTO retrosynthesis dataset with 1.9M reactions from patents (1976-2016) Given the product [CH3:1][C:2]1([CH3:18])[CH2:10][C:9]2[C:4](=[CH:5][CH:6]=[CH:7][C:8]=2[CH2:11][CH:12]([CH3:16])[C:13]([OH:15])=[O:14])[CH2:3]1, predict the reactants needed to synthesize it. The reactants are: [CH3:1][C:2]1([CH3:18])[CH2:10][C:9]2[C:4](=[CH:5][CH:6]=[CH:7][C:8]=2[CH2:11][CH:12]([CH3:16])[C:13]([OH:15])=[O:14])[C:3]1=O.[OH-].[K+].O.NN.